This data is from Forward reaction prediction with 1.9M reactions from USPTO patents (1976-2016). The task is: Predict the product of the given reaction. (1) Given the reactants [C:1]([CH:3]([CH:7]1[C:11]([Cl:12])=[C:10](Cl)C(=O)O1)[C:4]([NH2:6])=[O:5])#[N:2].Cl.[Cl:16][C:17]1[CH:18]=[C:19]2[C:24](=[CH:25][CH:26]=1)[S:23](=[O:28])(=[O:27])[CH2:22][CH2:21][CH:20]2[NH2:29].C(=O)([O-])[O-].[K+].[K+], predict the reaction product. The product is: [ClH:12].[Cl:12][C:11]1[CH:7]=[C:3]([C:4]([NH2:6])=[O:5])[C:1](=[NH:2])[N:29]([CH:20]2[C:19]3[C:24](=[CH:25][CH:26]=[C:17]([Cl:16])[CH:18]=3)[S:23](=[O:28])(=[O:27])[CH2:22][CH2:21]2)[CH:10]=1. (2) Given the reactants CC([O-])(C)C.[K+].[F:7][C:8]([F:17])([F:16])[C:9]1[CH:10]=[C:11]([SH:15])[CH:12]=[CH:13][CH:14]=1.F[C:19]1[CH:26]=[CH:25][C:22]([C:23]#[N:24])=[CH:21][CH:20]=1, predict the reaction product. The product is: [F:17][C:8]([F:7])([F:16])[C:9]1[CH:10]=[C:11]([S:15][C:19]2[CH:26]=[CH:25][C:22]([C:23]#[N:24])=[CH:21][CH:20]=2)[CH:12]=[CH:13][CH:14]=1. (3) Given the reactants [Cl:1][C:2]1[CH:3]=[C:4](B(O)O)[CH:5]=[CH:6][CH:7]=1.Cl[C:12]1[CH:13]=[C:14]([CH2:18][N:19]2[CH:23]=[CH:22][N:21]=[C:20]2[CH3:24])[N:15]=[N:16][CH:17]=1, predict the reaction product. The product is: [ClH:1].[Cl:1][C:2]1[CH:3]=[C:4]([C:12]2[CH:13]=[C:14]([CH2:18][N:19]3[CH:23]=[CH:22][N:21]=[C:20]3[CH3:24])[N:15]=[N:16][CH:17]=2)[CH:5]=[CH:6][CH:7]=1. (4) Given the reactants [CH3:1][C:2]1[C:6]([C:7]2[CH:12]=[CH:11][C:10]([N+:13]([O-])=O)=[C:9]([N+:16]([O-])=O)[CH:8]=2)=[C:5]([CH3:19])[O:4][N:3]=1.[NH:20]1[C:28]2[C:23](=[CH:24][CH:25]=[C:26]([NH:29][C:30]([C:32]3[CH:39]=[CH:38][C:35]([CH:36]=O)=[CH:34][CH:33]=3)=[O:31])[CH:27]=2)[CH:22]=[CH:21]1, predict the reaction product. The product is: [CH3:1][C:2]1[C:6]([C:7]2[CH:12]=[CH:11][C:10]3[N:13]=[C:36]([C:35]4[CH:34]=[CH:33][C:32]([C:30]([NH:29][C:26]5[CH:27]=[C:28]6[C:23]([CH:22]=[CH:21][NH:20]6)=[CH:24][CH:25]=5)=[O:31])=[CH:39][CH:38]=4)[NH:16][C:9]=3[CH:8]=2)=[C:5]([CH3:19])[O:4][N:3]=1. (5) Given the reactants [C:1]1([C:7]2[NH:16][C:10]3=[N:11][CH:12]=[C:13]([NH2:15])[CH:14]=[C:9]3[N:8]=2)[CH:6]=[CH:5][CH:4]=[CH:3][CH:2]=1.[Cl:17][C:18]1[CH:26]=[CH:25][CH:24]=[CH:23][C:19]=1[C:20](Cl)=[O:21], predict the reaction product. The product is: [Cl:17][C:18]1[CH:26]=[CH:25][CH:24]=[CH:23][C:19]=1[C:20]([NH:15][C:13]1[CH:14]=[C:9]2[N:8]=[C:7]([C:1]3[CH:2]=[CH:3][CH:4]=[CH:5][CH:6]=3)[NH:16][C:10]2=[N:11][CH:12]=1)=[O:21]. (6) Given the reactants C(=O)([O-])[O-].[K+].[K+].I[CH2:8][CH2:9][CH2:10][CH2:11][CH2:12][O:13][C:14]1[CH:19]=[CH:18][C:17]([C:20]2[C:21]([CH3:51])=[C:22]([C:29]([C:31]3[CH:40]=[C:39]4[C:34]([C:35](=[O:50])[N:36]([CH2:42][C:43]([O:45][C:46]([CH3:49])([CH3:48])[CH3:47])=[O:44])[C:37](=[O:41])[NH:38]4)=[CH:33][CH:32]=3)=[O:30])[N:23]3[C:28]=2[CH:27]=[CH:26][CH:25]=[CH:24]3)=[CH:16][CH:15]=1.[NH2:52][CH2:53][CH2:54][O:55][CH2:56][CH2:57][OH:58].OS([O-])(=O)=O.[K+], predict the reaction product. The product is: [OH:58][CH2:57][CH2:56][O:55][CH2:54][CH2:53][NH:52][CH2:8][CH2:9][CH2:10][CH2:11][CH2:12][O:13][C:14]1[CH:19]=[CH:18][C:17]([C:20]2[C:21]([CH3:51])=[C:22]([C:29]([C:31]3[CH:40]=[C:39]4[C:34]([C:35](=[O:50])[N:36]([CH2:42][C:43]([O:45][C:46]([CH3:49])([CH3:48])[CH3:47])=[O:44])[C:37](=[O:41])[NH:38]4)=[CH:33][CH:32]=3)=[O:30])[N:23]3[C:28]=2[CH:27]=[CH:26][CH:25]=[CH:24]3)=[CH:16][CH:15]=1. (7) The product is: [OH:32][CH2:33][CH2:34][N:35]([C:29]([C:28]1[NH:27][CH:26]=[N:25][C:24]=1[CH3:23])=[O:31])[CH:36]1[CH2:41][CH2:40][N:39]([C:42]([O:44][C:45]([CH3:48])([CH3:47])[CH3:46])=[O:43])[CH2:38][CH2:37]1. Given the reactants C1C=CC2N(O)N=NC=2C=1.CCN=C=NCCCN(C)C.Cl.[CH3:23][C:24]1[N:25]=[CH:26][NH:27][C:28]=1[C:29]([OH:31])=O.[OH:32][CH2:33][CH2:34][NH:35][CH:36]1[CH2:41][CH2:40][N:39]([C:42]([O:44][C:45]([CH3:48])([CH3:47])[CH3:46])=[O:43])[CH2:38][CH2:37]1.C[Si](C)(C)NC(=O)C, predict the reaction product. (8) The product is: [CH3:34][CH:35]1[CH2:36][CH2:37][C:38](=[O:40])[N:39]1[C:13]1[CH:12]=[CH:11][C:10]([C:16]([N:18]2[CH2:23][CH2:22][N:21]([C:24]3[C:29]([CH3:30])=[CH:28][C:27]([CH3:31])=[C:26]([CH3:32])[N:25]=3)[CH2:20][CH2:19]2)=[O:17])=[C:9]([N:6]2[CH2:7][CH2:8][NH:4][C:5]2=[O:33])[CH:14]=1. Given the reactants C([N:4]1[CH2:8][CH2:7][N:6]([C:9]2[CH:14]=[C:13](Cl)[CH:12]=[CH:11][C:10]=2[C:16]([N:18]2[CH2:23][CH2:22][N:21]([C:24]3[C:29]([CH3:30])=[CH:28][C:27]([CH3:31])=[C:26]([CH3:32])[N:25]=3)[CH2:20][CH2:19]2)=[O:17])[C:5]1=[O:33])(=O)C.[CH3:34][CH:35]1[NH:39][C:38](=[O:40])[CH2:37][CH2:36]1, predict the reaction product.